Predict the reaction yield, written as a fraction of the theoretical maximum amount of product (1.0 means a 100% yield; for example, 0.34 means a 34% yield). From a dataset of Reaction yield outcomes from USPTO patents with 853,638 reactions. (1) The reactants are [CH:1]1([O:7][C:8]2[C:9]([NH:14][C:15]3[S:16][CH:17]=[C:18]([CH3:20])[N:19]=3)=[N:10][CH:11]=[CH:12][CH:13]=2)[CH2:6][CH2:5][CH2:4][CH:3]=[CH:2]1.CC1C=CC(S(NN)(=O)=O)=CC=1.CC([O-])=O.[Na+]. The catalyst is C(COC)OC.O. The product is [CH:1]1([O:7][C:8]2[C:9]([NH:14][C:15]3[S:16][CH:17]=[C:18]([CH3:20])[N:19]=3)=[N:10][CH:11]=[CH:12][CH:13]=2)[CH2:2][CH2:3][CH2:4][CH2:5][CH2:6]1. The yield is 0.553. (2) The reactants are C([O:3][C:4]([C:6]1[N:7]([CH2:14][CH2:15][CH:16]([CH3:18])[CH3:17])[CH:8]=[C:9]([N+:11]([O-:13])=[O:12])[CH:10]=1)=[O:5])C.[OH-].[Na+]. The catalyst is CO. The product is [CH3:17][CH:16]([CH3:18])[CH2:15][CH2:14][N:7]1[CH:8]=[C:9]([N+:11]([O-:13])=[O:12])[CH:10]=[C:6]1[C:4]([OH:5])=[O:3]. The yield is 0.990. (3) The reactants are [CH3:1][C:2]1[NH:3][C:4](=[O:21])[CH2:5][CH:6]([C:11]2[CH:20]=[CH:19][C:18]3[C:13](=[CH:14][CH:15]=[CH:16][CH:17]=3)[CH:12]=2)[C:7]=1[C:8](O)=[O:9].[NH2:22][C:23]1[CH:24]=[C:25]2[C:29](=[CH:30][CH:31]=1)[NH:28][N:27]=[C:26]2[Br:32].C(Cl)CCl.CCN(CC)CC. The catalyst is CN(C=O)C.CCOC(C)=O.Cl. The product is [Br:32][C:26]1[C:25]2[C:29](=[CH:30][CH:31]=[C:23]([NH:22][C:8]([C:7]3[CH:6]([C:11]4[CH:20]=[CH:19][C:18]5[C:13](=[CH:14][CH:15]=[CH:16][CH:17]=5)[CH:12]=4)[CH2:5][C:4](=[O:21])[NH:3][C:2]=3[CH3:1])=[O:9])[CH:24]=2)[NH:28][N:27]=1. The yield is 0.240. (4) The reactants are [CH2:1](OCC)C.FB(F)F.[CH:10]1[C:23]2[CH:22]=[CH:21][C:20]3[C:15](=[N:16][CH:17]=[CH:18][CH:19]=3)[C:14]=2[NH:13][S:12](=[O:25])(=[O:24])[N:11]=1.C[Li]. The catalyst is C1COCC1. The product is [CH3:1][CH:10]1[C:23]2[CH:22]=[CH:21][C:20]3[C:15](=[N:16][CH:17]=[CH:18][CH:19]=3)[C:14]=2[NH:13][S:12](=[O:25])(=[O:24])[NH:11]1. The yield is 0.280.